Dataset: Forward reaction prediction with 1.9M reactions from USPTO patents (1976-2016). Task: Predict the product of the given reaction. (1) Given the reactants [CH3:1][O:2][C:3]([C:5]1[N:6]([CH:10]2[C:19]3[C:14](=[CH:15][CH:16]=[CH:17][CH:18]=3)[C:13](=[O:20])[NH:12][C:11]2([CH3:22])[CH3:21])[CH:7]=[N:8][CH:9]=1)=[O:4].[H-].[Na+].[CH3:25]I, predict the reaction product. The product is: [CH3:1][O:2][C:3]([C:5]1[N:6]([CH:10]2[C:19]3[C:14](=[CH:15][CH:16]=[CH:17][CH:18]=3)[C:13](=[O:20])[N:12]([CH3:25])[C:11]2([CH3:22])[CH3:21])[CH:7]=[N:8][CH:9]=1)=[O:4]. (2) Given the reactants C(OC([N:8]1[C:16]2[C:11](=[CH:12][C:13]([C:17]3[N:18]=[N:19][C:20]([O:23][C@@H:24]4[CH:29]5[CH2:30][CH2:31][N:26]([CH2:27][CH2:28]5)[CH2:25]4)=[CH:21][CH:22]=3)=[CH:14][CH:15]=2)[CH:10]=[C:9]1[Cl:32])=O)(C)(C)C.Cl, predict the reaction product. The product is: [ClH:32].[Cl:32][C:9]1[NH:8][C:16]2[C:11]([CH:10]=1)=[CH:12][C:13]([C:17]1[N:18]=[N:19][C:20]([O:23][C@@H:24]3[CH:29]4[CH2:30][CH2:31][N:26]([CH2:27][CH2:28]4)[CH2:25]3)=[CH:21][CH:22]=1)=[CH:14][CH:15]=2.